From a dataset of NCI-60 drug combinations with 297,098 pairs across 59 cell lines. Regression. Given two drug SMILES strings and cell line genomic features, predict the synergy score measuring deviation from expected non-interaction effect. (1) Drug 2: C1CC(C1)(C(=O)O)C(=O)O.[NH2-].[NH2-].[Pt+2]. Cell line: SR. Synergy scores: CSS=67.1, Synergy_ZIP=-7.48, Synergy_Bliss=-13.2, Synergy_Loewe=-12.6, Synergy_HSA=-10.2. Drug 1: C1=C(C(=O)NC(=O)N1)N(CCCl)CCCl. (2) Drug 1: C1=CC(=C2C(=C1NCCNCCO)C(=O)C3=C(C=CC(=C3C2=O)O)O)NCCNCCO. Drug 2: CCCCCOC(=O)NC1=NC(=O)N(C=C1F)C2C(C(C(O2)C)O)O. Cell line: HCT-15. Synergy scores: CSS=49.7, Synergy_ZIP=-1.60, Synergy_Bliss=-1.16, Synergy_Loewe=-63.8, Synergy_HSA=0.474. (3) Drug 1: B(C(CC(C)C)NC(=O)C(CC1=CC=CC=C1)NC(=O)C2=NC=CN=C2)(O)O. Drug 2: CC1CC(C(C(C=C(C(C(C=CC=C(C(=O)NC2=CC(=O)C(=C(C1)C2=O)OC)C)OC)OC(=O)N)C)C)O)OC. Cell line: SW-620. Synergy scores: CSS=82.5, Synergy_ZIP=2.54, Synergy_Bliss=2.43, Synergy_Loewe=0.324, Synergy_HSA=3.61. (4) Drug 1: CC1C(C(CC(O1)OC2CC(CC3=C2C(=C4C(=C3O)C(=O)C5=C(C4=O)C(=CC=C5)OC)O)(C(=O)C)O)N)O.Cl. Drug 2: CCC1=C2CN3C(=CC4=C(C3=O)COC(=O)C4(CC)O)C2=NC5=C1C=C(C=C5)O. Cell line: HOP-92. Synergy scores: CSS=42.7, Synergy_ZIP=-6.09, Synergy_Bliss=-3.11, Synergy_Loewe=-17.0, Synergy_HSA=0.948. (5) Drug 1: CC1CCC2CC(C(=CC=CC=CC(CC(C(=O)C(C(C(=CC(C(=O)CC(OC(=O)C3CCCCN3C(=O)C(=O)C1(O2)O)C(C)CC4CCC(C(C4)OC)OCCO)C)C)O)OC)C)C)C)OC. Drug 2: C1CCC(C(C1)N)N.C(=O)(C(=O)[O-])[O-].[Pt+4]. Cell line: MDA-MB-231. Synergy scores: CSS=14.2, Synergy_ZIP=-6.31, Synergy_Bliss=-0.848, Synergy_Loewe=-7.76, Synergy_HSA=2.39.